From a dataset of Forward reaction prediction with 1.9M reactions from USPTO patents (1976-2016). Predict the product of the given reaction. (1) Given the reactants Cl.[Cl:2][C:3]1[CH:8]=[C:7]([Cl:9])[CH:6]=[CH:5][C:4]=1[NH:10][NH2:11].[CH2:12]([O:14][C:15]([C:17]#[C:18][C:19](OCC)=[O:20])=[O:16])[CH3:13].C(=O)([O-])[O-].[K+].[K+], predict the reaction product. The product is: [CH2:12]([O:14][C:15]([C:17]1[CH:18]=[C:19]([OH:20])[N:10]([C:4]2[CH:5]=[CH:6][C:7]([Cl:9])=[CH:8][C:3]=2[Cl:2])[N:11]=1)=[O:16])[CH3:13]. (2) Given the reactants C(Cl)CCl.[CH3:5][C:6]1[O:7][C:8]([CH3:14])=[C:9]([C:11]([OH:13])=O)[N:10]=1.C[O:16][C:17](=[O:67])[C@@H:18]([NH:34][C:35]([C@@H:37]1[CH2:46][C:45]2[CH:44]=[C:43]3[O:47][CH2:48][C@H:49]([C:51]4[CH:56]=[CH:55][C:54]([O:57][CH2:58][C:59]5[CH:64]=[CH:63][C:62]([Cl:65])=[C:61]([Cl:66])[CH:60]=5)=[CH:53][CH:52]=4)[O:50][C:42]3=[CH:41][C:40]=2[CH2:39][NH:38]1)=[O:36])[CH2:19][C:20]1[CH:25]=[CH:24][C:23]([C:26]2[CH:31]=[CH:30][C:29]([C:32]#[N:33])=[CH:28][CH:27]=2)=[CH:22][CH:21]=1, predict the reaction product. The product is: [C:32]([C:29]1[CH:30]=[CH:31][C:26]([C:23]2[CH:22]=[CH:21][C:20]([CH2:19][C@H:18]([NH:34][C:35]([C@@H:37]3[CH2:46][C:45]4[CH:44]=[C:43]5[O:47][CH2:48][C@H:49]([C:51]6[CH:56]=[CH:55][C:54]([O:57][CH2:58][C:59]7[CH:64]=[CH:63][C:62]([Cl:65])=[C:61]([Cl:66])[CH:60]=7)=[CH:53][CH:52]=6)[O:50][C:42]5=[CH:41][C:40]=4[CH2:39][N:38]3[C:11]([C:9]3[N:10]=[C:6]([CH3:5])[O:7][C:8]=3[CH3:14])=[O:13])=[O:36])[C:17]([OH:67])=[O:16])=[CH:25][CH:24]=2)=[CH:27][CH:28]=1)#[N:33]. (3) Given the reactants [NH2:1][C:2]1[CH:7]=[CH:6][CH:5]=[C:4]([F:8])[C:3]=1[CH2:9][OH:10], predict the reaction product. The product is: [NH2:1][C:2]1[CH:7]=[CH:6][CH:5]=[C:4]([F:8])[C:3]=1[CH:9]=[O:10]. (4) Given the reactants C(=O)([O-])[O-].[Ca+2].[C:6](Cl)(Cl)=[S:7].[NH2:10][C:11]1[CH:16]=[C:15]([Cl:17])[C:14]([C:18]2[CH:23]=[CH:22][C:21]([O:24][CH2:25][CH2:26][CH2:27][C:28]#[N:29])=[CH:20][CH:19]=2)=[C:13]([Cl:30])[CH:12]=1.Cl, predict the reaction product. The product is: [Cl:30][C:13]1[CH:12]=[C:11]([N:10]=[C:6]=[S:7])[CH:16]=[C:15]([Cl:17])[C:14]=1[C:18]1[CH:19]=[CH:20][C:21]([O:24][CH2:25][CH2:26][CH2:27][C:28]#[N:29])=[CH:22][CH:23]=1. (5) Given the reactants [NH2:1][C:2]1[CH:9]=[C:8](F)[C:5]([C:6]#[N:7])=[CH:4][N:3]=1.[O:11]1[CH2:16][CH2:15][CH2:14][CH2:13][CH:12]1[O:17][CH2:18][CH2:19][OH:20].NC1C=C(O[C@H](C)COC)C(C#N)=CN=1, predict the reaction product. The product is: [NH2:1][C:2]1[CH:9]=[C:8]([O:20][CH2:19][CH2:18][O:17][CH:12]2[CH2:13][CH2:14][CH2:15][CH2:16][O:11]2)[C:5]([C:6]#[N:7])=[CH:4][N:3]=1. (6) Given the reactants [N:1]([CH2:4][C:5]1[C:6]([NH:18][CH:19]2[CH2:24][CH2:23][N:22](C(OC(C)(C)C)=O)[CH2:21][CH2:20]2)=[C:7]2[CH:15]=[N:14][N:13]([CH2:16][CH3:17])[C:8]2=[N:9][C:10]=1[CH2:11][CH3:12])=[N+:2]=[N-:3].[ClH:32], predict the reaction product. The product is: [ClH:32].[N:1]([CH2:4][C:5]1[C:10]([CH2:11][CH3:12])=[N:9][C:8]2[N:13]([CH2:16][CH3:17])[N:14]=[CH:15][C:7]=2[C:6]=1[NH:18][CH:19]1[CH2:20][CH2:21][NH:22][CH2:23][CH2:24]1)=[N+:2]=[N-:3]. (7) Given the reactants [F:1][C:2]([F:11])([F:10])[CH2:3][N:4]1[CH:8]=[C:7]([NH2:9])[N:6]=[CH:5]1.[Cl:12][C:13]1[N:18]=[C:17](Cl)[N:16]=[C:15]([Cl:20])[N:14]=1.ClC1N=C(Cl)N=C(NC2N=CN(C3CC3)C=2)N=1, predict the reaction product. The product is: [Cl:12][C:13]1[N:14]=[C:15]([Cl:20])[N:16]=[C:17]([NH:9][C:7]2[N:6]=[CH:5][N:4]([CH2:3][C:2]([F:1])([F:10])[F:11])[CH:8]=2)[N:18]=1.